Predict the product of the given reaction. From a dataset of Forward reaction prediction with 1.9M reactions from USPTO patents (1976-2016). Given the reactants Br[C:2]1[CH:3]=[C:4]([C:8]2[C:9]([CH3:26])=[C:10]([C:14]([N:16]3[CH2:20][CH2:19][CH:18]([N:21]([CH2:24][CH3:25])[CH2:22][CH3:23])[CH2:17]3)=[O:15])[N:11]([CH3:13])[N:12]=2)[CH:5]=[CH:6][CH:7]=1.[O:27]1[C:31](B(O)O)=[CH:30][C:29]2[CH:35]=[CH:36][CH:37]=[CH:38][C:28]1=2, predict the reaction product. The product is: [O:27]1[C:28]2[CH:38]=[CH:37][CH:36]=[CH:35][C:29]=2[CH:30]=[C:31]1[C:3]1[CH:2]=[CH:7][CH:6]=[CH:5][C:4]=1[C:8]1[C:9]([CH3:26])=[C:10]([C:14]([N:16]2[CH2:20][CH2:19][CH:18]([N:21]([CH2:24][CH3:25])[CH2:22][CH3:23])[CH2:17]2)=[O:15])[N:11]([CH3:13])[N:12]=1.